Dataset: Reaction yield outcomes from USPTO patents with 853,638 reactions. Task: Predict the reaction yield, written as a fraction of the theoretical maximum amount of product (1.0 means a 100% yield; for example, 0.34 means a 34% yield). (1) The reactants are Cl[C:2]1[N:3]=[C:4]([OH:12])[C:5]2[CH:11]=[CH:10][N:9]=[CH:8][C:6]=2[N:7]=1.[CH3:13][O:14][CH2:15][CH2:16][OH:17]. No catalyst specified. The product is [CH3:13][O:14][CH2:15][CH2:16][O:17][C:2]1[N:3]=[C:4]([OH:12])[C:5]2[CH:11]=[CH:10][N:9]=[CH:8][C:6]=2[N:7]=1. The yield is 0.490. (2) The reactants are Br[C:2]1[C:3]([C:8]2[S:9][C:10]([C:13]3[CH:18]=[CH:17][CH:16]=[C:15]([S:19]([CH3:22])(=[O:21])=[O:20])[CH:14]=3)=[CH:11][CH:12]=2)=[N:4][N:5]([CH3:7])[CH:6]=1.[Cl:23][C:24]1[CH:29]=[CH:28][CH:27]=[CH:26][C:25]=1B(O)O.C([O-])([O-])=O.[K+].[K+].O. The catalyst is O1CCOCC1. The product is [Cl:23][C:24]1[CH:29]=[CH:28][CH:27]=[CH:26][C:25]=1[C:2]1[C:3]([C:8]2[S:9][C:10]([C:13]3[CH:18]=[CH:17][CH:16]=[C:15]([S:19]([CH3:22])(=[O:21])=[O:20])[CH:14]=3)=[CH:11][CH:12]=2)=[N:4][N:5]([CH3:7])[CH:6]=1. The yield is 0.670.